Dataset: Full USPTO retrosynthesis dataset with 1.9M reactions from patents (1976-2016). Task: Predict the reactants needed to synthesize the given product. Given the product [NH2:12][C:10]1[CH:11]=[C:4]2[CH2:3][N:2]([CH3:1])[C:7](=[O:8])[CH2:6][N:5]2[N:9]=1, predict the reactants needed to synthesize it. The reactants are: [CH3:1][N:2]1[C:7](=[O:8])[CH2:6][N:5]2[N:9]=[C:10]([N+:12]([O-])=O)[CH:11]=[C:4]2[CH2:3]1.[H][H].